This data is from Reaction yield outcomes from USPTO patents with 853,638 reactions. The task is: Predict the reaction yield, written as a fraction of the theoretical maximum amount of product (1.0 means a 100% yield; for example, 0.34 means a 34% yield). (1) The reactants are [S:1]1[CH:5]=[CH:4][CH:3]=[C:2]1[S:6]([NH:9][C:10]1[CH:11]=[C:12]([O:22][C:23]([F:26])([F:25])[F:24])[CH:13]=[C:14]2[C:18]=1[NH:17][C:16]([C:19]([OH:21])=O)=[CH:15]2)(=[O:8])=[O:7].Cl.C[N:29](C)CCCN=C=NCC.CN(C)C=O. The catalyst is O. The product is [S:1]1[CH:5]=[CH:4][CH:3]=[C:2]1[S:6]([NH:9][C:10]1[CH:11]=[C:12]([O:22][C:23]([F:25])([F:26])[F:24])[CH:13]=[C:14]2[C:18]=1[NH:17][C:16]([C:19]([NH2:29])=[O:21])=[CH:15]2)(=[O:7])=[O:8]. The yield is 0.890. (2) The catalyst is [Cl-].[Na+].O.CCOC(C)=O.C1COCC1. The reactants are C(O[C:4](=[O:22])[C:5]([C:7]1[C:8]2[CH:21]=[CH:20][S:19][C:9]=2[N:10](C(OC(C)(C)C)=O)[CH:11]=1)=O)C.[Cl:23][C:24]1[N:33]=[C:32]([CH2:34][C:35]([NH2:37])=[O:36])[C:31]2[C:26](=[CH:27][CH:28]=[CH:29][CH:30]=2)[N:25]=1.CC([O-])(C)C.[K+].Cl. The product is [Cl:23][C:24]1[N:33]=[C:32]([C:34]2[C:35](=[O:36])[NH:37][C:4](=[O:22])[C:5]=2[C:7]2[C:8]3[CH:21]=[CH:20][S:19][C:9]=3[NH:10][CH:11]=2)[C:31]2[C:26](=[CH:27][CH:28]=[CH:29][CH:30]=2)[N:25]=1. The yield is 0.630. (3) The reactants are [C:1]([O:9]CC)(=O)[CH2:2][C:3]([O:5][CH2:6][CH3:7])=[O:4].[H-].[Na+].[H][H].[CH3:16][N:17]1[C:22]2[CH:23]=[CH:24][C:25]([CH3:27])=[CH:26][C:21]=2[C:20](=O)[O:19]C1=O.Cl. The catalyst is CC(N(C)C)=O. The product is [CH2:6]([O:5][C:3]([C:2]1[C:1](=[O:9])[N:17]([CH3:16])[C:22]2[C:21]([C:20]=1[OH:19])=[CH:26][C:25]([CH3:27])=[CH:24][CH:23]=2)=[O:4])[CH3:7]. The yield is 0.870. (4) The product is [NH:25]1[CH:24]=[C:23]([NH:22][C:2]2[N:7]=[C:6]([CH2:8][CH2:9][C:10]3[CH:15]=[CH:14][CH:13]=[CH:12][C:11]=3[CH:16]([CH3:20])[C:17]([NH2:19])=[O:18])[C:5]([Cl:21])=[CH:4][N:3]=2)[CH:27]=[N:26]1. The catalyst is CO.O. The yield is 0.520. The reactants are Cl[C:2]1[N:7]=[C:6]([CH2:8][CH2:9][C:10]2[CH:15]=[CH:14][CH:13]=[CH:12][C:11]=2[CH:16]([CH3:20])[C:17]([NH2:19])=[O:18])[C:5]([Cl:21])=[CH:4][N:3]=1.[NH2:22][C:23]1[CH:24]=[N:25][N:26](C(OC(C)(C)C)=O)[CH:27]=1. (5) The reactants are Cl[C:2]1[CH:7]=[CH:6][N:5]=[CH:4][C:3]=1[CH3:8].[C:9]([O:13][C:14]([C:16]1[CH:17]=[C:18](B(O)O)[CH:19]=[CH:20][CH:21]=1)=[O:15])([CH3:12])([CH3:11])[CH3:10].C(=O)([O-])[O-].[K+].[K+]. The catalyst is COCCOC.C1(P(C2C=CC=CC=2)C2C=CC=CC=2)C=CC=CC=1.C1(P(C2C=CC=CC=2)C2C=CC=CC=2)C=CC=CC=1.C1(P(C2C=CC=CC=2)C2C=CC=CC=2)C=CC=CC=1.C1(P(C2C=CC=CC=2)C2C=CC=CC=2)C=CC=CC=1.[Pd]. The product is [CH3:8][C:3]1[CH:4]=[N:5][CH:6]=[CH:7][C:2]=1[C:20]1[CH:21]=[C:16]([CH:17]=[CH:18][CH:19]=1)[C:14]([O:13][C:9]([CH3:11])([CH3:12])[CH3:10])=[O:15]. The yield is 0.714. (6) The reactants are [C:1]1([P:7]([C:14]2[CH:19]=[CH:18][CH:17]=[CH:16][CH:15]=2)[C:8]2[CH:13]=[CH:12][CH:11]=[CH:10][CH:9]=2)[CH:6]=[CH:5][CH:4]=[CH:3][CH:2]=1.Br[CH:21]([CH3:27])[C:22]([O:24][CH2:25][CH3:26])=[O:23]. The catalyst is C(OCC)(=O)C. The product is [CH2:25]([O:24][C:22](=[O:23])[C:21](=[P:7]([C:1]1[CH:2]=[CH:3][CH:4]=[CH:5][CH:6]=1)([C:8]1[CH:13]=[CH:12][CH:11]=[CH:10][CH:9]=1)[C:14]1[CH:15]=[CH:16][CH:17]=[CH:18][CH:19]=1)[CH3:27])[CH3:26]. The yield is 0.750. (7) The reactants are [I:1][C:2]1[CH:3]=[C:4]([CH:8]=[CH:9][C:10]=1[CH3:11])[C:5]([OH:7])=O.C(N(CC)CC)C.[NH2:19][C:20]1[CH:26]=[C:25]([N:27]2[CH:31]=[C:30]([CH3:32])[N:29]=[CH:28]2)[CH:24]=[CH:23][C:21]=1[NH2:22]. The catalyst is O=S(Cl)Cl.CN(C1C=CN=CC=1)C.C1COCC1. The product is [NH2:19][C:20]1[CH:26]=[C:25]([N:27]2[CH:31]=[C:30]([CH3:32])[N:29]=[CH:28]2)[CH:24]=[CH:23][C:21]=1[NH:22][C:5](=[O:7])[C:4]1[CH:8]=[CH:9][C:10]([CH3:11])=[C:2]([I:1])[CH:3]=1. The yield is 0.370. (8) The product is [O:8]=[C:1]([C:2]1[CH:7]=[CH:6][CH:5]=[CH:4][CH:3]=1)[C:9]([O:11][CH2:17][C:14]([CH2:19][O:20][CH2:21][CH:22]=[CH2:23])([CH2:15][O:16][C:9](=[O:10])[C:1](=[O:8])[C:33]1[CH:34]=[CH:35][CH:36]=[CH:37][CH:38]=1)[CH2:13][CH3:12])=[O:10]. The catalyst is CN(C)C1C=CN=CC=1.C(Cl)Cl. The reactants are [C:1]([C:9]([OH:11])=[O:10])(=[O:8])[C:2]1[CH:7]=[CH:6][CH:5]=[CH:4][CH:3]=1.[CH3:12][CH2:13][C:14]([CH2:19][O:20][CH2:21][CH:22]=[CH2:23])([CH2:17]O)[CH2:15][OH:16].[CH:33]1(N=C=N[CH:33]2[CH2:38][CH2:37][CH2:36][CH2:35][CH2:34]2)[CH2:38][CH2:37][CH2:36][CH2:35][CH2:34]1. The yield is 0.470.